Dataset: Reaction yield outcomes from USPTO patents with 853,638 reactions. Task: Predict the reaction yield, written as a fraction of the theoretical maximum amount of product (1.0 means a 100% yield; for example, 0.34 means a 34% yield). (1) The reactants are [NH:1]1[CH2:6][CH2:5][CH2:4][CH2:3][C@@H:2]1[CH2:7][O:8][C:9]1[C:17]2[C:16]3[CH:18]=[C:19]([C:22]#[N:23])[N:20]=[CH:21][C:15]=3[N:14](COCC[Si](C)(C)C)[C:13]=2[N:12]=[CH:11][CH:10]=1.Br.[OH-].[Na+].Cl. The catalyst is O1CCOCC1. The product is [NH:1]1[CH2:6][CH2:5][CH2:4][CH2:3][C@@H:2]1[CH2:7][O:8][C:9]1[C:17]2[C:16]3[CH:18]=[C:19]([C:22]#[N:23])[N:20]=[CH:21][C:15]=3[NH:14][C:13]=2[N:12]=[CH:11][CH:10]=1. The yield is 0.370. (2) The reactants are C(C1C=C(NC(=O)CCCC2C=CC([B:25]([OH:27])[OH:26])=CC=2)C=CC=1S(CC)(=O)=O)#N.[C:29]([C:31]1[CH:32]=[C:33]([NH:37][C:38](=[O:50])[O:39][CH2:40][CH2:41][C:42]2[CH:47]=[CH:46][C:45](Br)=[CH:44][C:43]=2[CH3:49])[CH:34]=[CH:35][CH:36]=1)#[N:30]. No catalyst specified. The product is [C:29]([C:31]1[CH:32]=[C:33]([NH:37][C:38]([O:39][CH2:40][CH2:41][C:42]2[CH:47]=[CH:46][C:45]([B:25]([OH:27])[OH:26])=[CH:44][C:43]=2[CH3:49])=[O:50])[CH:34]=[CH:35][CH:36]=1)#[N:30]. The yield is 0.640. (3) The reactants are C(Cl)(=O)C(Cl)=O.[Cl:7][C:8]1[CH:13]=[CH:12][C:11]([C:14]2[S:18][C:17]([C:19]([OH:21])=O)=[CH:16][CH:15]=2)=[CH:10][CH:9]=1.[C:22]([O:26][C:27]([N:29]1[C:37]2[C:32](=[CH:33][CH:34]=[C:35]([NH2:38])[CH:36]=2)[C:31]([N:39]([C:48]([O:50][C:51]([CH3:54])([CH3:53])[CH3:52])=[O:49])[CH2:40][CH2:41][N:42]2[CH2:47][CH2:46][CH2:45][CH2:44][CH2:43]2)=[N:30]1)=[O:28])([CH3:25])([CH3:24])[CH3:23]. The catalyst is ClCCl.C(OCC)(=O)C. The product is [C:22]([O:26][C:27]([N:29]1[CH:37]2[CH:32]([CH:33]=[CH:34][C:35]([NH:38][C:19]([C:17]3[S:18][C:14]([C:11]4[CH:10]=[CH:9][C:8]([Cl:7])=[CH:13][CH:12]=4)=[CH:15][CH:16]=3)=[O:21])=[CH:36]2)[C:31]([N:39]([C:48]([O:50][C:51]([CH3:54])([CH3:53])[CH3:52])=[O:49])[CH2:40][CH2:41][N:42]2[CH2:43][CH2:44][CH2:45][CH2:46][CH2:47]2)=[N:30]1)=[O:28])([CH3:25])([CH3:24])[CH3:23]. The yield is 0.750. (4) The reactants are [CH3:1][C:2]1[N:6]([CH2:7][C:8]2[CH:13]=[CH:12][CH:11]=[CH:10][C:9]=2[O:14][CH3:15])[N:5]=[C:4]([N:16]2C(=O)C3C(=CC=CC=3)C2=O)[CH:3]=1.O.NN. The catalyst is CCO. The product is [CH3:1][C:2]1[N:6]([CH2:7][C:8]2[CH:13]=[CH:12][CH:11]=[CH:10][C:9]=2[O:14][CH3:15])[N:5]=[C:4]([NH2:16])[CH:3]=1. The yield is 0.940. (5) The reactants are [NH2:1][C@H:2]1[C@@H:7]([CH2:8]O)[CH2:6][CH2:5][N:4]([C:10]([O:12][C:13]([CH3:16])([CH3:15])[CH3:14])=[O:11])[CH2:3]1.C(N(CC)CC)C.[N+:24]([C:27]1[CH:32]=[CH:31][CH:30]=[CH:29][C:28]=1[S:33](Cl)(=[O:35])=[O:34])([O-:26])=[O:25]. The catalyst is C(Cl)Cl. The product is [N+:24]([C:27]1[CH:32]=[CH:31][CH:30]=[CH:29][C:28]=1[S:33]([N:1]1[C@H:2]2[C@H:7]([CH2:6][CH2:5][N:4]([C:10]([O:12][C:13]([CH3:16])([CH3:15])[CH3:14])=[O:11])[CH2:3]2)[CH2:8]1)(=[O:35])=[O:34])([O-:26])=[O:25]. The yield is 0.700. (6) The product is [C:1](/[C:3](=[CH:10]\[N:11]([CH3:13])[CH3:12])/[C:4]([NH:6][CH2:7][CH2:8][CH3:9])=[O:5])#[N:2]. The yield is 0.810. The reactants are [C:1]([CH2:3][C:4]([NH:6][CH2:7][CH2:8][CH3:9])=[O:5])#[N:2].[CH3:10][N:11]([CH:13](OC)OC)[CH3:12]. No catalyst specified.